Dataset: Reaction yield outcomes from USPTO patents with 853,638 reactions. Task: Predict the reaction yield, written as a fraction of the theoretical maximum amount of product (1.0 means a 100% yield; for example, 0.34 means a 34% yield). The reactants are [C:1]([N:8]1[CH2:13][CH2:12][C:11](=[O:14])[CH2:10][CH2:9]1)([O:3][C:4]([CH3:7])([CH3:6])[CH3:5])=[O:2].B(F)(F)F.CCOCC.[N+](=[CH:26][C:27]([O:29][CH2:30][CH3:31])=[O:28])=[N-]. The catalyst is CCOCC.C([O-])([O-])=O.[Na+].[Na+].O. The product is [CH2:30]([O:29][C:27]([CH:26]1[C:11](=[O:14])[CH2:10][CH2:9][N:8]([C:1]([O:3][C:4]([CH3:5])([CH3:7])[CH3:6])=[O:2])[CH2:13][CH2:12]1)=[O:28])[CH3:31]. The yield is 0.980.